This data is from Cav3 T-type calcium channel HTS with 100,875 compounds. The task is: Binary Classification. Given a drug SMILES string, predict its activity (active/inactive) in a high-throughput screening assay against a specified biological target. (1) The molecule is Clc1c(NC(=O)N2CCN(CC2)c2nn3c(nnc3c3ccccc3)cc2)cccc1. The result is 0 (inactive). (2) The compound is o1c2c(c3c1cccc3)cc(OCC(=O)NC(=O)NCCC)cc2. The result is 0 (inactive). (3) The result is 0 (inactive). The compound is s1c(nnc1NC(=O)c1sccc1)Cc1ccccc1. (4) The compound is s1c2c(CCC2)c2c1nc(n(N)c2=O)CC. The result is 0 (inactive). (5) The compound is o1c(C(=O)N(Cc2cc3c([nH]c2=O)cccc3)c2c(cc(cc2)C)C)ccc1. The result is 0 (inactive).